This data is from Human liver microsome stability data. The task is: Regression/Classification. Given a drug SMILES string, predict its absorption, distribution, metabolism, or excretion properties. Task type varies by dataset: regression for continuous measurements (e.g., permeability, clearance, half-life) or binary classification for categorical outcomes (e.g., BBB penetration, CYP inhibition). Dataset: hlm. The molecule is CC[C@@H]([C@H](C)O)n1ncn(-c2ccc(N3CCN(c4ccc(OC[C@@H]5CO[C@@](Cn6cncn6)(c6ccc(F)cc6F)C5)cc4)CC3)cc2)c1=O. The result is 0 (unstable in human liver microsomes).